Dataset: Full USPTO retrosynthesis dataset with 1.9M reactions from patents (1976-2016). Task: Predict the reactants needed to synthesize the given product. Given the product [O:23]1[C:24]2[CH:29]=[CH:28][CH:27]=[CH:26][C:25]=2[C:21]([C:19]2[C:18](=[O:17])[NH:14][C:12](=[O:13])[C:11]=2[C:4]2[C:5]3[C:10](=[CH:9][CH:8]=[CH:7][CH:6]=3)[N:2]([CH3:1])[CH:3]=2)=[CH:22]1, predict the reactants needed to synthesize it. The reactants are: [CH3:1][N:2]1[C:10]2[C:5](=[CH:6][CH:7]=[CH:8][CH:9]=2)[C:4]([CH2:11][C:12]([NH2:14])=[O:13])=[CH:3]1.C([O:17][C:18](=O)[C:19]([C:21]1[C:25]2[CH:26]=[CH:27][CH:28]=[CH:29][C:24]=2[O:23][CH:22]=1)=O)C.C(O[K])(C)(C)C.